Dataset: Experimentally validated miRNA-target interactions with 360,000+ pairs, plus equal number of negative samples. Task: Binary Classification. Given a miRNA mature sequence and a target amino acid sequence, predict their likelihood of interaction. (1) The miRNA is hsa-miR-548i with sequence AAAAGUAAUUGCGGAUUUUGCC. The protein sequence of the target gene is MAILPLLLCLLPLAPASSPPQSATPSPCPRRCRCQTQSLPLSVLCPGAGLLFVPPSLDRRAAELRLADNFIASVRRRDLANMTGLLHLSLSRNTIRHVAAGAFADLRALRALHLDGNRLTSLGEGQLRGLVNLRHLILSNNQLAALAAGALDDCAETLEDLDLSYNNLEQLPWEALGRLGNVNTLGLDHNLLASVPAGAFSRLHKLARLDMTSNRLTTIPPDPLFSRLPLLARPRGSPASALVLAFGGNPLHCNCELVWLRRLAREDDLEACASPPALGGRYFWAVGEEEFVCEPPVVTH.... Result: 0 (no interaction). (2) The miRNA is hsa-miR-3173-3p with sequence AAAGGAGGAAAUAGGCAGGCCA. The protein sequence of the target gene is MRGYLVAIFLSAVFLYYVLHCILWGTNVYWVAPVEMKRRNKIQPCLSKPAFASLLRFHQFHPFLCAADFRKIASLYGSDKFDLPYGMRTSAEYFRLALSKLQSCDLFDEFDNIPCKKCVVVGNGGVLKNKTLGEKIDSYDVIIRMNNGPVLGHEEEVGRRTTFRLFYPESVFSDPIHNDPNTTVILTAFKPHDLRWLLELLMGDKINTNGFWKKPALNLIYKPYQIRILDPFIIRTAAYELLHFPKVFPKNQKPKHPTTGIIAITLAFYICHEVHLAGFKYNFSDLKSPLHYYGNATMSL.... Result: 0 (no interaction).